From a dataset of Reaction yield outcomes from USPTO patents with 853,638 reactions. Predict the reaction yield, written as a fraction of the theoretical maximum amount of product (1.0 means a 100% yield; for example, 0.34 means a 34% yield). (1) The yield is 1.00. The product is [CH3:13][C:11]1[CH:12]=[C:7]([CH:8]=[C:9]([CH3:33])[C:10]=1[CH2:14][C:15]1[CH:20]=[CH:19][C:18]([O:21][CH2:22][O:23][CH3:24])=[C:17]([CH2:25][C:26]2[CH:27]=[CH:28][C:29]([F:32])=[CH:30][CH:31]=2)[CH:16]=1)[C:36]([O:72][CH3:71])=[O:37]. The reactants are FC(F)(F)S(O[C:7]1[CH:12]=[C:11]([CH3:13])[C:10]([CH2:14][C:15]2[CH:20]=[CH:19][C:18]([O:21][CH2:22][O:23][CH3:24])=[C:17]([CH2:25][C:26]3[CH:31]=[CH:30][C:29]([F:32])=[CH:28][CH:27]=3)[CH:16]=2)=[C:9]([CH3:33])[CH:8]=1)(=O)=O.[CH3:36][OH:37].C1C=CC(P(C2C=CC=CC=2)CCCP(C2C=CC=CC=2)C2C=CC=CC=2)=CC=1.Cl.CN([CH:71]=[O:72])C. The catalyst is CC([O-])=O.CC([O-])=O.[Pd+2]. (2) The catalyst is C1COCC1. The reactants are [CH3:1][O:2][CH2:3][CH2:4][N:5]1[C:9]([CH3:10])=[C:8]([CH3:11])[S:7][C:6]1=[NH:12].CCN(CC)CC.[C:20](Cl)(=[O:27])[C:21]1[CH:26]=[CH:25][CH:24]=[CH:23][CH:22]=1. The product is [CH3:1][O:2][CH2:3][CH2:4][N:5]1[C:9]([CH3:10])=[C:8]([CH3:11])[S:7]/[C:6]/1=[N:12]\[C:20](=[O:27])[C:21]1[CH:26]=[CH:25][CH:24]=[CH:23][CH:22]=1. The yield is 0.350. (3) The reactants are [OH-].[Na+].C[O:4][C:5](=[O:44])[CH2:6][C:7]1[CH:12]=[CH:11][C:10]([C:13]2[CH:18]=[CH:17][C:16]([C:19]([CH2:41][CH3:42])([C:22]3[CH:27]=[CH:26][C:25]([C:28]#[C:29][C:30]([OH:39])([C:35]([F:38])([F:37])[F:36])[C:31]([F:34])([F:33])[F:32])=[C:24]([CH3:40])[CH:23]=3)[CH2:20][CH3:21])=[CH:15][C:14]=2[CH3:43])=[CH:9][CH:8]=1.Cl. The catalyst is CO.O1CCCC1. The product is [CH2:20]([C:19]([C:16]1[CH:17]=[CH:18][C:13]([C:10]2[CH:11]=[CH:12][C:7]([CH2:6][C:5]([OH:44])=[O:4])=[CH:8][CH:9]=2)=[C:14]([CH3:43])[CH:15]=1)([C:22]1[CH:27]=[CH:26][C:25]([C:28]#[C:29][C:30]([OH:39])([C:31]([F:33])([F:34])[F:32])[C:35]([F:37])([F:38])[F:36])=[C:24]([CH3:40])[CH:23]=1)[CH2:41][CH3:42])[CH3:21]. The yield is 0.770. (4) The reactants are Cl[C:2]1[N:7]=[C:6]([C:8]2[S:12][C:11]([NH:13][CH2:14][CH3:15])=[N:10][C:9]=2[C:16]2[CH:21]=[C:20]([O:22][CH3:23])[CH:19]=[C:18]([CH3:24])[CH:17]=2)[CH:5]=[CH:4][N:3]=1.[O:25]=[S:26]1(=[O:39])[CH2:31][CH2:30][N:29]([C:32]2[N:37]=[CH:36][C:35]([NH2:38])=[CH:34][CH:33]=2)[CH2:28][CH2:27]1.CC(O)C.Cl. The catalyst is O1CCOCC1. The product is [O:39]=[S:26]1(=[O:25])[CH2:27][CH2:28][N:29]([C:32]2[N:37]=[CH:36][C:35]([NH:38][C:2]3[N:7]=[C:6]([C:8]4[S:12][C:11]([NH:13][CH2:14][CH3:15])=[N:10][C:9]=4[C:16]4[CH:21]=[C:20]([O:22][CH3:23])[CH:19]=[C:18]([CH3:24])[CH:17]=4)[CH:5]=[CH:4][N:3]=3)=[CH:34][CH:33]=2)[CH2:30][CH2:31]1. The yield is 0.610.